This data is from Catalyst prediction with 721,799 reactions and 888 catalyst types from USPTO. The task is: Predict which catalyst facilitates the given reaction. (1) Reactant: [CH3:1][S:2]([CH:5]([C:10]1[CH:15]=[CH:14][N:13]=[C:12]([S:16][CH3:17])[N:11]=1)C(OC)=O)(=[O:4])=[O:3].[OH-].[Na+]. Product: [CH3:1][S:2]([CH2:5][C:10]1[CH:15]=[CH:14][N:13]=[C:12]([S:16][CH3:17])[N:11]=1)(=[O:3])=[O:4]. The catalyst class is: 24. (2) The catalyst class is: 50. Reactant: [C:1](=[O:19])([O:17][CH3:18])[O:2][C:3]1[C:8]([N+:9]([O-])=O)=[CH:7][C:6]([F:12])=[CH:5][C:4]=1[C:13]([CH3:16])([CH3:15])[CH3:14].C([O-])=O.[NH4+]. Product: [C:1](=[O:19])([O:17][CH3:18])[O:2][C:3]1[C:8]([NH2:9])=[CH:7][C:6]([F:12])=[CH:5][C:4]=1[C:13]([CH3:14])([CH3:15])[CH3:16]. (3) Reactant: C(OC([NH:8][C@@H:9]([C:42]([CH3:45])([CH3:44])[CH3:43])[C:10]([N:12]1[C@H:16]([C:17](=[O:29])[NH:18][C@H:19]2[C:28]3[C:23](=[CH:24][CH:25]=[CH:26][CH:27]=3)[CH2:22][CH2:21][CH2:20]2)[CH2:15][C@H:14]([O:30][CH2:31][C:32]2[CH:41]=[CH:40][C:35]([C:36]([O:38][CH3:39])=[O:37])=[CH:34][CH:33]=2)[CH2:13]1)=[O:11])=O)(C)(C)C.[ClH:46]. Product: [NH2:8][C@@H:9]([C:42]([CH3:45])([CH3:44])[CH3:43])[C:10]([N:12]1[C@H:16]([C:17](=[O:29])[NH:18][C@H:19]2[C:28]3[C:23](=[CH:24][CH:25]=[CH:26][CH:27]=3)[CH2:22][CH2:21][CH2:20]2)[CH2:15][C@H:14]([O:30][CH2:31][C:32]2[CH:33]=[CH:34][C:35]([C:36]([O:38][CH3:39])=[O:37])=[CH:40][CH:41]=2)[CH2:13]1)=[O:11].[ClH:46]. The catalyst class is: 2. (4) Reactant: [C:1](Cl)(=[O:8])[C:2]1[CH:7]=[CH:6][CH:5]=[CH:4][CH:3]=1.[C:10]([NH2:19])([C:13]1[CH:18]=[CH:17][CH:16]=[CH:15][CH:14]=1)([CH3:12])[CH3:11].C(N(CC)CC)C. Product: [CH3:11][C:10]([NH:19][C:1](=[O:8])[C:2]1[CH:7]=[CH:6][CH:5]=[CH:4][CH:3]=1)([C:13]1[CH:18]=[CH:17][CH:16]=[CH:15][CH:14]=1)[CH3:12]. The catalyst class is: 154. (5) Reactant: [CH3:1][S:2][CH2:3][CH2:4][C:5]1[CH:10]=[CH:9][CH:8]=[C:7]([N+:11]([O-])=O)[CH:6]=1.Cl. Product: [CH3:1][S:2][CH2:3][CH2:4][C:5]1[CH:6]=[C:7]([CH:8]=[CH:9][CH:10]=1)[NH2:11]. The catalyst class is: 415. (6) Reactant: [C:1](O[C:1](=[O:5])[CH:2]([CH3:4])[CH3:3])(=[O:5])[CH:2]([CH3:4])[CH3:3].[NH2:12][C:13]1[CH:18]=[CH:17][N:16]([C@H:19]2[C@:23]([Cl:25])([F:24])[C@H:22]([OH:26])[C@@H:21]([CH2:27][OH:28])[O:20]2)[C:15](=[O:29])[N:14]=1. Product: [Cl:25][C@@:23]1([F:24])[C@H:22]([OH:26])[C@@H:21]([CH2:27][OH:28])[O:20][C@H:19]1[N:16]1[CH:17]=[CH:18][C:13]([NH:12][C:1](=[O:5])[CH:2]([CH3:4])[CH3:3])=[N:14][C:15]1=[O:29]. The catalyst class is: 38. (7) Reactant: [OH:1][C:2]1[CH:3]=[C:4]2[C:9](=[CH:10][C:11]=1[O:12][CH3:13])[N:8]=[CH:7][C:6]([C:14]([NH2:16])=[O:15])=[C:5]2[NH:17][C:18]1[CH:23]=[CH:22][CH:21]=[C:20]([CH2:24][OH:25])[C:19]=1[CH3:26].Cl[CH2:28][CH2:29][CH2:30][N:31]1[CH2:36][CH2:35][O:34][CH2:33][CH2:32]1.C(=O)([O-])[O-].[Cs+].[Cs+]. Product: [OH:25][CH2:24][C:20]1[C:19]([CH3:26])=[C:18]([CH:23]=[CH:22][CH:21]=1)[NH:17][C:5]1[C:4]2[C:9](=[CH:10][C:11]([O:12][CH3:13])=[C:2]([O:1][CH2:28][CH2:29][CH2:30][N:31]3[CH2:36][CH2:35][O:34][CH2:33][CH2:32]3)[CH:3]=2)[N:8]=[CH:7][C:6]=1[C:14]([NH2:16])=[O:15]. The catalyst class is: 3.